Dataset: Catalyst prediction with 721,799 reactions and 888 catalyst types from USPTO. Task: Predict which catalyst facilitates the given reaction. Reactant: [C:1]([O-:4])([O-])=O.[Cs+].[Cs+].[CH2:7]([C:14]1[NH:19][C:18](=O)[CH:17]=[CH:16][N:15]=1)[C:8]1[CH:13]=[CH:12][CH:11]=[CH:10][CH:9]=1.CI. Product: [CH2:7]([C:14]1[N:19]([CH3:18])[C:1](=[O:4])[CH:17]=[CH:16][N:15]=1)[C:8]1[CH:13]=[CH:12][CH:11]=[CH:10][CH:9]=1. The catalyst class is: 198.